This data is from Full USPTO retrosynthesis dataset with 1.9M reactions from patents (1976-2016). The task is: Predict the reactants needed to synthesize the given product. (1) Given the product [CH2:1]([NH:5][C:6](=[O:39])[C@H:7]([CH:36]([CH3:38])[CH3:37])[CH2:8][C@H:9]([OH:35])[C@@H:10]([NH2:32])[CH2:11][C@@H:12]([CH:29]([CH3:30])[CH3:31])[CH:13]([OH:28])[C:14]1[CH:19]=[CH:18][C:17]([O:20][CH3:21])=[C:16]([CH2:22][CH2:23][O:24][CH2:25][O:26][CH3:27])[CH:15]=1)[CH2:2][CH2:3][CH3:4], predict the reactants needed to synthesize it. The reactants are: [CH2:1]([NH:5][C:6](=[O:39])[C@H:7]([CH:36]([CH3:38])[CH3:37])[CH2:8][C@H:9]([OH:35])[C@@H:10]([N:32]=[N+]=[N-])[CH2:11][C@@H:12]([CH:29]([CH3:31])[CH3:30])[CH:13]([OH:28])[C:14]1[CH:19]=[CH:18][C:17]([O:20][CH3:21])=[C:16]([CH2:22][CH2:23][O:24][CH2:25][O:26][CH3:27])[CH:15]=1)[CH2:2][CH2:3][CH3:4]. (2) Given the product [CH3:21][O:23][C:24]([CH:26]1[CH:27]2[CH:29]1[C@@H:30]1[CH2:31][C@H:32]2[C@@H:33]([C:16]2[CH:17]=[CH:18][C:13]([N:9]3[CH2:10][CH2:11][O:12][C:6]4[N:5]=[CH:4][N:3]=[C:2]([NH2:1])[C:7]=4[C:8]3=[O:20])=[CH:14][CH:15]=2)[CH2:35]1)=[O:25], predict the reactants needed to synthesize it. The reactants are: [NH2:1][C:2]1[C:7]2[C:8](=[O:20])[N:9]([C:13]3[CH:18]=[CH:17][C:16](I)=[CH:15][CH:14]=3)[CH2:10][CH2:11][O:12][C:6]=2[N:5]=[CH:4][N:3]=1.[CH2:21]([O:23][C:24]([CH:26]([CH2:29][CH2:30][CH:31]=[CH:32][CH3:33])[CH2:27]C)=[O:25])C.N1CCCC[CH2:35]1.C(O)=O. (3) Given the product [CH3:40][O:18][C:17](=[O:19])[C:16]1[CH:20]=[C:12]([C:9]2[CH:10]=[CH:11][C:6]([F:5])=[CH:7][CH:8]=2)[C:13]([CH:37]([CH3:39])[CH3:38])=[N:14][C:15]=1[N:21]1[CH2:26][CH2:25][N:24]([CH2:27][C:28]2[CH:29]=[CH:30][C:31]([O:34][CH3:35])=[CH:32][CH:33]=2)[C@H:23]([CH3:36])[CH2:22]1, predict the reactants needed to synthesize it. The reactants are: S(Cl)(Cl)=O.[F:5][C:6]1[CH:11]=[CH:10][C:9]([C:12]2[C:13]([CH:37]([CH3:39])[CH3:38])=[N:14][C:15]([N:21]3[CH2:26][CH2:25][N:24]([CH2:27][C:28]4[CH:33]=[CH:32][C:31]([O:34][CH3:35])=[CH:30][CH:29]=4)[C@H:23]([CH3:36])[CH2:22]3)=[C:16]([CH:20]=2)[C:17]([OH:19])=[O:18])=[CH:8][CH:7]=1.[CH3:40]O. (4) Given the product [C:55]([C:59]1[N:60]=[C:61]([NH:64][C:65]([C:67]2[CH:87]=[CH:86][N:70]3[C:71](=[O:85])[C:72](/[CH:76]=[CH:77]/[C:78]([O:80][C:81]([CH3:83])([CH3:84])[CH3:82])=[O:79])=[C:73]([N:10]4[CH2:11][CH2:12][CH2:13][CH:8]([OH:7])[CH2:9]4)[N:74]=[C:69]3[CH:68]=2)=[O:66])[S:62][CH:63]=1)([CH3:58])([CH3:57])[CH3:56], predict the reactants needed to synthesize it. The reactants are: CN(C)CCNC(=O)[O:7][C@@H:8]1[CH2:13][CH2:12][CH2:11][N:10](C2N=C3C=C(C(NC4SC=C(C(C)(C)C)N=4)=O)C=CN3C(=O)C=2/C=C/C2N=NN(CC3C=CC(OC)=CC=3)N=2)[CH2:9]1.[C:55]([C:59]1[N:60]=[C:61]([NH:64][C:65]([C:67]2[CH:87]=[CH:86][N:70]3[C:71](=[O:85])[C:72](/[CH:76]=[CH:77]/[C:78]([O:80][C:81]([CH3:84])([CH3:83])[CH3:82])=[O:79])=[C:73](O)[N:74]=[C:69]3[CH:68]=2)=[O:66])[S:62][CH:63]=1)([CH3:58])([CH3:57])[CH3:56]. (5) Given the product [C:17]([O:16][C@H:15]1[C@@H:20]([O:21][C:22](=[O:24])[CH3:23])[C@H:25]([O:26][C:27](=[O:29])[CH3:28])[C@@H:30]([CH2:32][O:33][C:34](=[O:36])[CH3:35])[O:31][C@@H:14]1[O:13][CH2:10][CH2:11][Br:37])(=[O:19])[CH3:18], predict the reactants needed to synthesize it. The reactants are: B(F)(F)F.CCOCC.[C:10]([O:13][CH:14]1[O:31][C@H:30]([CH2:32][O:33][C:34](=[O:36])[CH3:35])[C@@H:25]([O:26][C:27](=[O:29])[CH3:28])[C@H:20]([O:21][C:22](=[O:24])[CH3:23])[C@@H:15]1[O:16][C:17](=[O:19])[CH3:18])(=O)[CH3:11].[Br:37]C(C(O)I)I. (6) Given the product [NH2:19][C:15]1[N:14]=[C:13]([C:12]2[S:11][C:10]([C:20]([CH3:21])([CH3:23])[CH3:22])=[N:9][C:8]=2[C:4]2[C:3]([F:24])=[C:2]([NH:1][S:30]([C:26]3[S:25][CH:29]=[CH:28][CH:27]=3)(=[O:32])=[O:31])[CH:7]=[CH:6][CH:5]=2)[CH:18]=[CH:17][N:16]=1, predict the reactants needed to synthesize it. The reactants are: [NH2:1][C:2]1[C:3]([F:24])=[C:4]([C:8]2[N:9]=[C:10]([C:20]([CH3:23])([CH3:22])[CH3:21])[S:11][C:12]=2[C:13]2[CH:18]=[CH:17][N:16]=[C:15]([NH2:19])[N:14]=2)[CH:5]=[CH:6][CH:7]=1.[S:25]1[CH:29]=[CH:28][CH:27]=[C:26]1[S:30](Cl)(=[O:32])=[O:31]. (7) The reactants are: Cl.Cl.[NH2:3][C@H:4]1[CH:9]2[CH2:10][CH2:11][N:6]([CH2:7][CH2:8]2)[CH2:5]1.O=[CH:13][CH2:14][C:15]1[C:23]2[C:22]([C:24]([O:26][CH3:27])=[O:25])=[CH:21][CH:20]=[CH:19][C:18]=2[N:17]([S:28]([C:31]2[CH:36]=[CH:35][CH:34]=[CH:33][CH:32]=2)(=[O:30])=[O:29])[CH:16]=1.C(O[BH-](OC(=O)C)OC(=O)C)(=O)C.[Na+]. Given the product [C:31]1([S:28]([N:17]2[C:18]3[CH:19]=[CH:20][CH:21]=[C:22]([C:24]([O:26][CH3:27])=[O:25])[C:23]=3[C:15]([CH2:14][CH2:13][NH:3][C@H:4]3[CH:9]4[CH2:10][CH2:11][N:6]([CH2:7][CH2:8]4)[CH2:5]3)=[CH:16]2)(=[O:29])=[O:30])[CH:32]=[CH:33][CH:34]=[CH:35][CH:36]=1, predict the reactants needed to synthesize it.